Predict which catalyst facilitates the given reaction. From a dataset of Catalyst prediction with 721,799 reactions and 888 catalyst types from USPTO. (1) Reactant: [C:1]([N:4]1[C:13]2[C:8](=[CH:9][C:10]([C:14]3[CH:19]=[CH:18][C:17]([CH2:20][N:21]4[CH2:26][CH2:25][N:24](C(OC(C)(C)C)=O)[CH2:23][C:22]4=[O:34])=[CH:16][CH:15]=3)=[CH:11][CH:12]=2)[C@H:7]([NH:35][C:36]([O:38][CH:39]([CH3:41])[CH3:40])=[O:37])[CH2:6][C@@H:5]1[CH3:42])(=[O:3])[CH3:2].[ClH:43]. Product: [ClH:43].[C:1]([N:4]1[C:13]2[C:8](=[CH:9][C:10]([C:14]3[CH:15]=[CH:16][C:17]([CH2:20][N:21]4[CH2:26][CH2:25][NH:24][CH2:23][C:22]4=[O:34])=[CH:18][CH:19]=3)=[CH:11][CH:12]=2)[C@H:7]([NH:35][C:36](=[O:37])[O:38][CH:39]([CH3:40])[CH3:41])[CH2:6][C@@H:5]1[CH3:42])(=[O:3])[CH3:2]. The catalyst class is: 12. (2) Reactant: [CH2:1]([NH:3][CH2:4][CH2:5][NH2:6])[CH3:2].[F:7][C:8]([F:15])([F:14])[C:9]([O:11]CC)=O.O. Product: [F:15][C:8]([F:7])([F:14])[C:9]([NH:6][CH2:5][CH2:4][NH:3][CH2:1][CH3:2])=[O:11]. The catalyst class is: 10.